From a dataset of Reaction yield outcomes from USPTO patents with 853,638 reactions. Predict the reaction yield, written as a fraction of the theoretical maximum amount of product (1.0 means a 100% yield; for example, 0.34 means a 34% yield). (1) The product is [N:23]([CH2:26][C:27](=[O:28])[NH:1][CH2:2][CH2:3][CH2:4][O:5][CH2:6][CH2:7][O:8][CH2:9][CH2:10][O:11][CH2:12][CH2:13][CH2:14][NH:15][C:16](=[O:22])[O:17][C:18]([CH3:19])([CH3:21])[CH3:20])=[N+:24]=[N-:25]. The reactants are [NH2:1][CH2:2][CH2:3][CH2:4][O:5][CH2:6][CH2:7][O:8][CH2:9][CH2:10][O:11][CH2:12][CH2:13][CH2:14][NH:15][C:16](=[O:22])[O:17][C:18]([CH3:21])([CH3:20])[CH3:19].[N:23]([CH2:26][C:27](O)=[O:28])=[N+:24]=[N-:25].C([O-])(O)=O.[Na+].C(Cl)CCl. The yield is 0.650. The catalyst is CN(C=O)C. (2) The catalyst is O1CCOCC1.O. The product is [C:3]([C:7]1[CH:23]=[CH:22][CH:21]=[CH:20][C:8]=1[O:9][C:10]1[N:11]=[C:12]([NH:2][CH3:1])[CH:13]=[CH:14][C:15]=1[N+:16]([O-:18])=[O:17])([CH3:6])([CH3:5])[CH3:4]. The yield is 0.610. The reactants are [CH3:1][NH2:2].[C:3]([C:7]1[CH:23]=[CH:22][CH:21]=[CH:20][C:8]=1[O:9][C:10]1[C:15]([N+:16]([O-:18])=[O:17])=[CH:14][CH:13]=[C:12](Cl)[N:11]=1)([CH3:6])([CH3:5])[CH3:4].[Cl-]. (3) The reactants are [Al+3].[Cl-].[Cl-].[Cl-].C[O:6][C:7]1[CH:12]=[C:11]([O:13][CH3:14])[CH:10]=[C:9]([O:15][CH3:16])[C:8]=1[O:17][CH3:18].[C:19](Cl)([CH3:21])=[O:20].[Al]. The catalyst is CCOC(C)=O.CCCCCC.O.CCOCC. The product is [OH:6][C:7]1[C:8]([O:17][CH3:18])=[C:9]([O:15][CH3:16])[CH:10]=[C:11]([O:13][CH3:14])[C:12]=1[C:19](=[O:20])[CH3:21]. The yield is 0.850. (4) The reactants are C(OC([N:8]([C:25]1[C:30]([CH3:31])=[CH:29][N:28]=[C:27]([C:32]2[CH:37]=[CH:36][CH:35]=[C:34]([O:38][CH2:39][C:40]([NH:42][CH:43]3[CH2:48][CH2:47][N:46](C(OC(C)(C)C)=O)[CH2:45][CH2:44]3)=[O:41])[CH:33]=2)[N:26]=1)[C:9]1[CH:10]=[C:11]2[C:15](=[CH:16][CH:17]=1)[N:14](C(OC(C)(C)C)=O)[N:13]=[CH:12]2)=O)(C)(C)C.[ClH:56].CCOC(C)=O. The catalyst is CCOC(C)=O. The product is [ClH:56].[NH:14]1[C:15]2[C:11](=[CH:10][C:9]([NH:8][C:25]3[C:30]([CH3:31])=[CH:29][N:28]=[C:27]([C:32]4[CH:33]=[C:34]([CH:35]=[CH:36][CH:37]=4)[O:38][CH2:39][C:40]([NH:42][CH:43]4[CH2:48][CH2:47][NH:46][CH2:45][CH2:44]4)=[O:41])[N:26]=3)=[CH:17][CH:16]=2)[CH:12]=[N:13]1. The yield is 0.540. (5) The reactants are Cl[C:2]1[N:7]=[C:6]([N:8]2[CH2:13][CH2:12][O:11][CH2:10][CH2:9]2)[N:5]=[C:4]([N:14]2[C:18]3[CH:19]=[CH:20][CH:21]=[C:22]([O:23][CH3:24])[C:17]=3[N:16]=[C:15]2[CH:25]([F:27])[F:26])[N:3]=1.[N:28]1([C:34]([O:36][C:37]([CH3:40])([CH3:39])[CH3:38])=[O:35])[CH2:33][CH2:32][NH:31][CH2:30][CH2:29]1.CCN(C(C)C)C(C)C. The catalyst is C1COCC1. The product is [F:26][CH:25]([F:27])[C:15]1[N:14]([C:4]2[N:5]=[C:6]([N:8]3[CH2:13][CH2:12][O:11][CH2:10][CH2:9]3)[N:7]=[C:2]([N:31]3[CH2:30][CH2:29][N:28]([C:34]([O:36][C:37]([CH3:40])([CH3:39])[CH3:38])=[O:35])[CH2:33][CH2:32]3)[N:3]=2)[C:18]2[CH:19]=[CH:20][CH:21]=[C:22]([O:23][CH3:24])[C:17]=2[N:16]=1. The yield is 0.990.